From a dataset of Forward reaction prediction with 1.9M reactions from USPTO patents (1976-2016). Predict the product of the given reaction. Given the reactants Br[C:2]1[CH:10]=[CH:9][CH:8]=[CH:7][C:3]=1[C:4]([OH:6])=[O:5].CN(C)[CH:13]=[O:14], predict the reaction product. The product is: [OH:14][CH:13]1[C:2]2[C:3](=[CH:7][CH:8]=[CH:9][CH:10]=2)[C:4](=[O:5])[O:6]1.